This data is from Full USPTO retrosynthesis dataset with 1.9M reactions from patents (1976-2016). The task is: Predict the reactants needed to synthesize the given product. (1) Given the product [C:1]([O:5][C:6]([NH:8][C:9]1[C:10]2[C:11]3[C:12](=[N:24][N:25]([CH2:27][C:28]4[C:33]([CH3:34])=[C:32]([O:35][CH3:36])[C:31]([CH3:37])=[CH:30][N:29]=4)[N:26]=2)[CH:13]=[C:14]([C:19]([OH:21])=[O:20])[C:15]=3[CH2:16][S:17][N:18]=1)=[O:7])([CH3:4])([CH3:3])[CH3:2], predict the reactants needed to synthesize it. The reactants are: [C:1]([O:5][C:6]([N:8](C(OC(C)(C)C)=O)[C:9]1[C:10]2[C:11]3[C:12](=[N:24][N:25]([CH2:27][C:28]4[C:33]([CH3:34])=[C:32]([O:35][CH3:36])[C:31]([CH3:37])=[CH:30][N:29]=4)[N:26]=2)[CH:13]=[C:14]([C:19]([O:21]CC)=[O:20])[C:15]=3[CH2:16][S:17][N:18]=1)=[O:7])([CH3:4])([CH3:3])[CH3:2].[OH-].[Na+].Cl. (2) Given the product [F:9][C:5]1[C:6]([NH2:8])=[CH:7][C:2]2[C:3](=[CH:10][C:11](=[O:13])[N:1]=2)[CH:4]=1, predict the reactants needed to synthesize it. The reactants are: [NH2:1][C:2]1[CH:7]=[C:6]([NH2:8])[C:5]([F:9])=[CH:4][C:3]=1[CH2:10][C:11]([OH:13])=O.[OH-].[Na+]. (3) Given the product [C:1]([O:5][C:6]([N:8]1[CH2:12][C@@H:11]([O:13][C:14]2[CH:23]=[CH:22][C:21]3[C:16](=[CH:17][CH:18]=[CH:19][CH:20]=3)[CH:15]=2)[CH2:10][C@H:9]1[C:24]([OH:26])=[O:25])=[O:7])([CH3:4])([CH3:2])[CH3:3], predict the reactants needed to synthesize it. The reactants are: [C:1]([O:5][C:6]([N:8]1[CH2:12][C@@H:11]([O:13][C:14]2[CH:23]=[CH:22][C:21]3[C:16](=[CH:17][CH:18]=[CH:19][CH:20]=3)[CH:15]=2)[CH2:10][C@H:9]1[C:24]([O:26]C)=[O:25])=[O:7])([CH3:4])([CH3:3])[CH3:2].[OH-].[Na+]. (4) The reactants are: ClC1C=C(C=CC=1)C(OO)=[O:6].[CH2:12]([C:15]1[CH:22]=[CH:21][C:18]([C:19]#[N:20])=[CH:17][CH:16]=1)[CH:13]=[CH2:14]. Given the product [O:6]1[CH2:14][CH:13]1[CH2:12][C:15]1[CH:16]=[CH:17][C:18]([C:19]#[N:20])=[CH:21][CH:22]=1, predict the reactants needed to synthesize it.